From a dataset of Reaction yield outcomes from USPTO patents with 853,638 reactions. Predict the reaction yield, written as a fraction of the theoretical maximum amount of product (1.0 means a 100% yield; for example, 0.34 means a 34% yield). (1) The reactants are COC(=O)[C:4]1[CH:9]=[C:8]([CH3:10])[C:7]([O:11][C:12]([F:15])([F:14])[F:13])=[CH:6][C:5]=1[N:16](C(OC(C)(C)C)=O)[CH2:17][CH2:18][CH2:19][C:20]([O:22]C)=O.CC(C)([O-])C.[K+].C(O)(=O)C.C(OCC)(=O)C. The catalyst is C1(C)C=CC=CC=1. The product is [CH3:10][C:8]1[C:7]([O:11][C:12]([F:13])([F:14])[F:15])=[CH:6][C:5]2[NH:16][CH2:17][CH2:18][CH2:19][C:20](=[O:22])[C:4]=2[CH:9]=1. The yield is 0.440. (2) The reactants are [OH-].[Na+].[C:3]([O:7][C@@H:8]([C:15]1[C:16]([CH3:45])=[N:17][C:18]([CH3:44])=[C:19]([C:28]2[CH:33]=[CH:32][C:31]([O:34][CH2:35][CH2:36][C:37]3[CH:42]=[CH:41][C:40]([F:43])=[CH:39][CH:38]=3)=[CH:30][CH:29]=2)[C:20]=1[N:21]1[CH2:26][CH2:25][CH:24]([CH3:27])[CH2:23][CH2:22]1)[C:9]([O:11]C(C)C)=[O:10])([CH3:6])([CH3:5])[CH3:4].Cl. The catalyst is C(O)C. The product is [C:3]([O:7][C@@H:8]([C:15]1[C:16]([CH3:45])=[N:17][C:18]([CH3:44])=[C:19]([C:28]2[CH:29]=[CH:30][C:31]([O:34][CH2:35][CH2:36][C:37]3[CH:42]=[CH:41][C:40]([F:43])=[CH:39][CH:38]=3)=[CH:32][CH:33]=2)[C:20]=1[N:21]1[CH2:26][CH2:25][CH:24]([CH3:27])[CH2:23][CH2:22]1)[C:9]([OH:11])=[O:10])([CH3:6])([CH3:5])[CH3:4]. The yield is 0.480. (3) The reactants are [Cl:1][C:2]1[CH:7]=[CH:6][C:5]([C:8]2[C:14]3[C:15]([CH3:19])=[C:16]([CH3:18])[S:17][C:13]=3[N:12]3[C:20]([CH3:23])=[N:21][N:22]=[C:11]3[C@H:10]([CH2:24][C:25]([NH:27][CH2:28][CH2:29][CH2:30][N:31]3[CH2:36][CH2:35][N:34]([C:37](=[O:51])[CH2:38][CH2:39][CH2:40][CH2:41][CH2:42][NH:43]C(=O)OC(C)(C)C)[CH2:33][CH2:32]3)=[O:26])[N:9]=2)=[CH:4][CH:3]=1.Cl. The catalyst is C(Cl)Cl.CO.O1CCOCC1. The product is [NH2:43][CH2:42][CH2:41][CH2:40][CH2:39][CH2:38][C:37]([N:34]1[CH2:35][CH2:36][N:31]([CH2:30][CH2:29][CH2:28][NH:27][C:25](=[O:26])[CH2:24][C@@H:10]2[N:9]=[C:8]([C:5]3[CH:4]=[CH:3][C:2]([Cl:1])=[CH:7][CH:6]=3)[C:14]3[C:15]([CH3:19])=[C:16]([CH3:18])[S:17][C:13]=3[N:12]3[C:20]([CH3:23])=[N:21][N:22]=[C:11]23)[CH2:32][CH2:33]1)=[O:51]. The yield is 0.870. (4) The reactants are [CH3:1][C:2]1([CH3:25])[CH2:7][C:6]([CH3:9])([CH3:8])[CH2:5][C:4](=[C:10]([C:18]2[CH:23]=[CH:22][C:21]([OH:24])=[CH:20][CH:19]=2)[C:11]2[CH:16]=[CH:15][C:14]([OH:17])=[CH:13][CH:12]=2)[CH2:3]1.C([O-])([O-])=O.[K+].[K+].Br[CH2:33][C:34]#[N:35]. The catalyst is CC(C)=O. The product is [OH:24][C:21]1[CH:20]=[CH:19][C:18]([C:10](=[C:4]2[CH2:3][C:2]([CH3:25])([CH3:1])[CH2:7][C:6]([CH3:8])([CH3:9])[CH2:5]2)[C:11]2[CH:12]=[CH:13][C:14]([O:17][CH2:33][C:34]#[N:35])=[CH:15][CH:16]=2)=[CH:23][CH:22]=1. The yield is 0.290. (5) The yield is 0.240. The catalyst is C1COCC1.C(OCC)(=O)C.O1CCOCC1. The reactants are [CH3:1][N:2]1[CH:6]=[CH:5][CH:4]=[CH:3]1.CN(CCN(C)C)C.[Li]CCCC.[Sn](Cl)(C)(C)C.Br[C:26]1[CH:27]=[C:28]([CH:31]=[CH:32][CH:33]=1)[CH:29]=[O:30].[F-].[K+]. The product is [CH3:1][N:2]1[CH:6]=[CH:5][CH:4]=[C:3]1[C:26]1[CH:27]=[C:28]([CH:31]=[CH:32][CH:33]=1)[CH:29]=[O:30].